This data is from Forward reaction prediction with 1.9M reactions from USPTO patents (1976-2016). The task is: Predict the product of the given reaction. (1) The product is: [C:19]([O:22][C:23](=[O:24])[N:4]([C:5]1[C:10]2=[N:11][CH:12]=[C:13]([C:14]#[N:15])[N:9]2[N:8]=[C:7]([S:16][CH3:17])[N:6]=1)[CH:1]1[CH2:2][CH2:3]1)([CH3:21])([CH3:20])[CH3:18]. Given the reactants [CH:1]1([NH:4][C:5]2[C:10]3=[N:11][CH:12]=[C:13]([C:14]#[N:15])[N:9]3[N:8]=[C:7]([S:16][CH3:17])[N:6]=2)[CH2:3][CH2:2]1.[CH3:18][C:19]([O:22][C:23](O[C:23]([O:22][C:19]([CH3:21])([CH3:20])[CH3:18])=[O:24])=[O:24])([CH3:21])[CH3:20].[Li+].C[Si]([N-][Si](C)(C)C)(C)C, predict the reaction product. (2) Given the reactants [CH2:1]([O:3][C:4]([C:6]1([C:9]2[CH:14]=[CH:13][C:12]([C:15]3[CH:20]=[CH:19][C:18]([C:21]4[O:25][N:24]=[C:23]([CH2:26][CH3:27])[C:22]=4[NH2:28])=[CH:17][CH:16]=3)=[CH:11][CH:10]=2)[CH2:8][CH2:7]1)=[O:5])[CH3:2].Br[C:30]1[CH:35]=[CH:34][CH:33]=[C:32]([C:36]2[CH:41]=[CH:40][CH:39]=[CH:38][CH:37]=2)[N:31]=1, predict the reaction product. The product is: [CH2:1]([O:3][C:4]([C:6]1([C:9]2[CH:10]=[CH:11][C:12]([C:15]3[CH:20]=[CH:19][C:18]([C:21]4[O:25][N:24]=[C:23]([CH2:26][CH3:27])[C:22]=4[NH:28][C:30]4[CH:35]=[CH:34][CH:33]=[C:32]([C:36]5[CH:37]=[CH:38][CH:39]=[CH:40][CH:41]=5)[N:31]=4)=[CH:17][CH:16]=3)=[CH:13][CH:14]=2)[CH2:8][CH2:7]1)=[O:5])[CH3:2].